This data is from Full USPTO retrosynthesis dataset with 1.9M reactions from patents (1976-2016). The task is: Predict the reactants needed to synthesize the given product. (1) Given the product [F:18][C:19]([F:23])([F:22])[CH2:20][P:7](=[O:11])([C:1]1[CH:2]=[CH:3][CH:4]=[CH:5][CH:6]=1)[C:12]1[CH:13]=[CH:14][CH:15]=[CH:16][CH:17]=1, predict the reactants needed to synthesize it. The reactants are: [C:1]1([PH:7]([C:12]2[CH:17]=[CH:16][CH:15]=[CH:14][CH:13]=2)([O-:11])OCC)[CH:6]=[CH:5][CH:4]=[CH:3][CH:2]=1.[F:18][C:19]([F:23])([F:22])[CH2:20]I. (2) Given the product [Cl:1][C:2]1[N:3]=[CH:4][N:5]=[C:6]([CH2:9][OH:10])[C:7]=1[CH3:8], predict the reactants needed to synthesize it. The reactants are: [Cl:1][C:2]1[C:7]([CH3:8])=[C:6]([CH2:9][O:10]C)[N:5]=[CH:4][N:3]=1.B(Br)(Br)Br. (3) Given the product [CH3:3][S:4]([C:7]1[CH:12]=[CH:11][CH:10]=[CH:9][C:8]=1[C:13]1[N:17]([S:41]([C:37]2[CH:36]=[N:35][CH:40]=[CH:39][CH:38]=2)(=[O:43])=[O:42])[CH:16]=[C:15]([CH:18]=[O:19])[CH:14]=1)(=[O:6])=[O:5], predict the reactants needed to synthesize it. The reactants are: [H-].[Na+].[CH3:3][S:4]([C:7]1[CH:12]=[CH:11][CH:10]=[CH:9][C:8]=1[C:13]1[NH:17][CH:16]=[C:15]([CH:18]=[O:19])[CH:14]=1)(=[O:6])=[O:5].C1OCCOCCOCCOCCOC1.[N:35]1[CH:40]=[CH:39][CH:38]=[C:37]([S:41](Cl)(=[O:43])=[O:42])[CH:36]=1. (4) Given the product [C:15]([CH2:14][S:13][C:4]1[N:5]=[C:6]([O:12][S:25]([C:28]([F:31])([F:30])[F:29])(=[O:27])=[O:26])[CH:7]=[C:8]([CH2:9][CH3:10])[C:3]=1[C:1]#[N:2])(=[O:16])[NH2:17], predict the reactants needed to synthesize it. The reactants are: [C:1]([C:3]1[C:8]([CH:9](C)[CH3:10])=[CH:7][C:6](=[O:12])[NH:5][C:4]=1[S:13][CH2:14][C:15]([NH2:17])=[O:16])#[N:2].C1C=CC(N([S:25]([C:28]([F:31])([F:30])[F:29])(=[O:27])=[O:26])[S:25]([C:28]([F:31])([F:30])[F:29])(=[O:27])=[O:26])=CC=1.C(N(C(C)C)CC)(C)C.